This data is from Reaction yield outcomes from USPTO patents with 853,638 reactions. The task is: Predict the reaction yield, written as a fraction of the theoretical maximum amount of product (1.0 means a 100% yield; for example, 0.34 means a 34% yield). The reactants are Br[C:2]1[C:3]([NH2:22])=[N:4][CH:5]=[C:6]([C:8]2[CH:13]=[CH:12][C:11]([O:14][Si:15]([C:18]([CH3:21])([CH3:20])[CH3:19])([CH3:17])[CH3:16])=[CH:10][CH:9]=2)[N:7]=1.[S:23]1[CH:27]=[CH:26][C:25](B(O)O)=[CH:24]1.C([O-])([O-])=O.[Na+].[Na+].O. The catalyst is C1(C)C=CC=CC=1.C(O)C.Cl[Pd](Cl)([P](C1C=CC=CC=1)(C1C=CC=CC=1)C1C=CC=CC=1)[P](C1C=CC=CC=1)(C1C=CC=CC=1)C1C=CC=CC=1. The product is [Si:15]([O:14][C:11]1[CH:12]=[CH:13][C:8]([C:6]2[N:7]=[C:2]([C:25]3[CH:26]=[CH:27][S:23][CH:24]=3)[C:3]([NH2:22])=[N:4][CH:5]=2)=[CH:9][CH:10]=1)([C:18]([CH3:21])([CH3:20])[CH3:19])([CH3:17])[CH3:16]. The yield is 0.789.